Dataset: Forward reaction prediction with 1.9M reactions from USPTO patents (1976-2016). Task: Predict the product of the given reaction. The product is: [CH3:1][C:2]([CH3:12])([CH2:7][CH:8]=[C:9]([CH3:11])[CH3:10])[C:3]([OH:5])=[O:4]. Given the reactants [CH3:1][C:2]([CH3:12])([CH2:7][CH:8]=[C:9]([CH3:11])[CH3:10])[C:3]([O:5]C)=[O:4].[OH-].[Na+], predict the reaction product.